This data is from Reaction yield outcomes from USPTO patents with 853,638 reactions. The task is: Predict the reaction yield, written as a fraction of the theoretical maximum amount of product (1.0 means a 100% yield; for example, 0.34 means a 34% yield). (1) The reactants are [Cl:1][C:2]1[CH:3]=[CH:4][C:5]2[NH:11][C:10]3[CH:12]=[CH:13][C:14]([CH3:16])=[CH:15][C:9]=3[C:8]([N:17]3[CH2:22][CH2:21][NH:20][C@@H:19]([CH2:23][CH2:24][O:25][CH3:26])[CH2:18]3)=[N:7][C:6]=2[CH:27]=1.[C:28](O[BH-]([O:37][C:38](=[O:40])[CH3:39])[O:37][C:38](=[O:40])[CH3:39])(=O)[CH3:28].[Na+].C=[O:43]. The catalyst is ClCCl.[Cl-].[Na+]. The product is [C:38]([OH:37])(=[O:40])[CH2:39][CH2:23][C:24]([OH:25])=[O:43].[Cl:1][C:2]1[CH:3]=[CH:4][C:5]2[NH:11][C:10]3[CH:12]=[CH:13][C:14]([CH3:16])=[CH:15][C:9]=3[C:8]([N:17]3[CH2:22][CH2:21][N:20]([CH3:28])[C@@H:19]([CH2:23][CH2:24][O:25][CH3:26])[CH2:18]3)=[N:7][C:6]=2[CH:27]=1. The yield is 0.540. (2) The reactants are [CH:1]1([CH2:4][NH:5][C:6]2[CH:11]=[CH:10][C:9]([S:12]([CH3:15])(=[O:14])=[O:13])=[CH:8][C:7]=2[C:16]2[C:24]3[C:19](=[C:20]([O:25][CH3:26])[N:21]=[CH:22][CH:23]=3)[N:18]([CH3:27])[CH:17]=2)[CH2:3][CH2:2]1.[H-].[Na+].I[CH3:31]. The catalyst is CN(C)C=O. The product is [CH:1]1([CH2:4][N:5]([CH3:31])[C:6]2[CH:11]=[CH:10][C:9]([S:12]([CH3:15])(=[O:14])=[O:13])=[CH:8][C:7]=2[C:16]2[C:24]3[C:19](=[C:20]([O:25][CH3:26])[N:21]=[CH:22][CH:23]=3)[N:18]([CH3:27])[CH:17]=2)[CH2:3][CH2:2]1. The yield is 1.00. (3) The reactants are Cl[C:2]1[N:10]=[C:9]([Cl:11])[C:8]([CH:12]2[CH2:14][CH2:13]2)=[CH:7][C:3]=1[C:4]([NH2:6])=[O:5].[CH:15]([O:18][CH2:19][CH2:20][OH:21])([CH3:17])[CH3:16].[H-].[Na+]. The catalyst is CN(C=O)C. The product is [Cl:11][C:9]1[C:8]([CH:12]2[CH2:14][CH2:13]2)=[CH:7][C:3]([C:4]([NH2:6])=[O:5])=[C:2]([O:21][CH2:20][CH2:19][O:18][CH:15]([CH3:17])[CH3:16])[N:10]=1. The yield is 0.310. (4) The reactants are [F:1][C:2]1[CH:3]=[C:4]([CH:36]=[CH:37][C:38]=1[F:39])[CH2:5][N:6]1[C:15](=[O:16])[C:14]([C:17]2[NH:22][C:21]3[CH:23]=[CH:24][C:25]([NH:27][S:28]([CH3:31])(=[O:30])=[O:29])=[CH:26][C:20]=3[S:19](=[O:33])(=[O:32])[N:18]=2)=[C:13]([OH:34])[C@H:12]2[C@@H:7]1[C@H:8]1[CH2:35][C@@H:11]2[CH2:10][CH2:9]1.[C:40](=O)([O-])[O-].[K+].[K+].IC. The catalyst is CN(C)C=O. The product is [F:1][C:2]1[CH:3]=[C:4]([CH:36]=[CH:37][C:38]=1[F:39])[CH2:5][N:6]1[C:15](=[O:16])[C:14]([C:17]2[NH:22][C:21]3[CH:23]=[CH:24][C:25]([N:27]([CH3:40])[S:28]([CH3:31])(=[O:29])=[O:30])=[CH:26][C:20]=3[S:19](=[O:33])(=[O:32])[N:18]=2)=[C:13]([OH:34])[C@H:12]2[C@@H:7]1[C@H:8]1[CH2:35][C@@H:11]2[CH2:10][CH2:9]1. The yield is 0.770. (5) The reactants are C(OC([C:6]1[C:15](=[O:16])[N:14]2[CH:9]([CH:10]=[CH:11][CH:12]=[CH:13]2)[CH:8]([N:17]2[CH2:22][CH2:21][N:20](C(OC(C)(C)C)=O)[CH2:19][CH2:18]2)[CH:7]=1)=O)C.C([O-])(O)=O.[Na+]. The catalyst is Cl. The product is [N:17]1([CH:8]2[CH:9]3[N:14]([CH:13]=[CH:12][CH:11]=[CH:10]3)[C:15](=[O:16])[CH:6]=[CH:7]2)[CH2:22][CH2:21][NH:20][CH2:19][CH2:18]1. The yield is 0.410.